From a dataset of Reaction yield outcomes from USPTO patents with 853,638 reactions. Predict the reaction yield, written as a fraction of the theoretical maximum amount of product (1.0 means a 100% yield; for example, 0.34 means a 34% yield). (1) The yield is 0.140. The reactants are [NH2:1][C:2]1[O:3][C:4]2[C:9]([CH:10]([C:14]3[CH:19]=[CH:18][C:17]4[O:20][CH2:21][O:22][C:16]=4[CH:15]=3)[C:11]=1[C:12]#[N:13])=[CH:8][CH:7]=[C:6]([N:23]([CH3:25])[CH3:24])[CH:5]=2.N1C=CC=CC=1.[C:32](Cl)(=[O:35])[CH2:33][CH3:34]. The catalyst is ClCCl.CCCCCC.CCOC(C)=O. The product is [C:12]([C:11]1[CH:10]([C:14]2[CH:19]=[CH:18][C:17]3[O:20][CH2:21][O:22][C:16]=3[CH:15]=2)[C:9]2[C:4](=[CH:5][C:6]([N:23]([CH3:25])[CH3:24])=[CH:7][CH:8]=2)[O:3][C:2]=1[NH:1][C:32](=[O:35])[CH2:33][CH3:34])#[N:13]. (2) The reactants are [NH2:1][C:2]1[C:7]([OH:8])=[C:6]([F:9])[C:5]([C:10]2[CH:15]=[CH:14][CH:13]=[CH:12][CH:11]=2)=[C:4]([CH3:16])[C:3]=1[C:17]#[N:18].[O:19]1[CH:23]=[CH:22][CH:21]=[C:20]1[C:24](Cl)=O.C1(C)C=CC(S([O-])(=O)=O)=CC=1.[NH+]1C=CC=CC=1.C(=O)([O-])O.[Na+]. The catalyst is C1(C)C(C)=CC=CC=1.C(OCC)(=O)C.C(N(CC)CC)C. The product is [F:9][C:6]1[C:5]([C:10]2[CH:15]=[CH:14][CH:13]=[CH:12][CH:11]=2)=[C:4]([CH3:16])[C:3]([C:17]#[N:18])=[C:2]2[C:7]=1[O:8][C:24]([C:20]1[O:19][CH:23]=[CH:22][CH:21]=1)=[N:1]2. The yield is 0.310.